From a dataset of Catalyst prediction with 721,799 reactions and 888 catalyst types from USPTO. Predict which catalyst facilitates the given reaction. (1) Reactant: [C:1]12([CH2:11][C:12]([NH:14][C:15]3[C:24]([CH3:25])=[CH:23][CH:22]=[C:21]4[C:16]=3[CH:17]=[CH:18][C:19]([N:26]3[CH2:31][CH2:30][CH:29]([NH:32][CH2:33][CH2:34][O:35][Si](C(C)(C)C)(C)C)[CH2:28][CH2:27]3)=[N:20]4)=[O:13])[CH2:10][CH:5]3[CH2:6][CH:7]([CH2:9][CH:3]([CH2:4]3)[CH2:2]1)[CH2:8]2.[ClH:43]. Product: [ClH:43].[ClH:43].[C:1]12([CH2:11][C:12]([NH:14][C:15]3[C:24]([CH3:25])=[CH:23][CH:22]=[C:21]4[C:16]=3[CH:17]=[CH:18][C:19]([N:26]3[CH2:27][CH2:28][CH:29]([NH:32][CH2:33][CH2:34][OH:35])[CH2:30][CH2:31]3)=[N:20]4)=[O:13])[CH2:10][CH:5]3[CH2:4][CH:3]([CH2:9][CH:7]([CH2:6]3)[CH2:8]1)[CH2:2]2. The catalyst class is: 71. (2) Reactant: [F:1][C:2]1[CH:7]=[CH:6][C:5]([C@H:8]([NH2:10])[CH3:9])=[CH:4][CH:3]=1.[CH:11]1[N:16]=[C:15](Cl)[C:14]2[N:18]=[CH:19][N:20]([C@@H:21]3[O:25][C@H:24]([CH2:26][OH:27])[C@@H:23]([OH:28])[C@H:22]3[OH:29])[C:13]=2[N:12]=1. Product: [F:1][C:2]1[CH:7]=[CH:6][C:5]([C@H:8]([NH:10][C:15]2[C:14]3[N:18]=[CH:19][N:20]([C:13]=3[N:12]=[CH:11][N:16]=2)[C@@H:21]2[O:25][C@H:24]([CH2:26][OH:27])[C@@H:23]([OH:28])[C@H:22]2[OH:29])[CH3:9])=[CH:4][CH:3]=1. The catalyst class is: 14. (3) Reactant: C(OC([NH:8][C@@H:9]([CH2:42][C:43]1[CH:48]=[CH:47][CH:46]=[CH:45][CH:44]=1)[CH2:10][C@@H:11]1[O:15]C(C)(C)[N:13]([C:18]([O:20][CH2:21][C:22]2[CH:27]=[CH:26][CH:25]=[CH:24][CH:23]=2)=[O:19])[C@H:12]1[CH2:28][C:29]1[CH:34]=[CH:33][C:32]([C:35]2[CH:40]=[C:39]([CH3:41])[CH:38]=[CH:37][N:36]=2)=[CH:31][CH:30]=1)=O)(C)(C)C.CO.Cl. Product: [NH2:8][C@@H:9]([CH2:42][C:43]1[CH:44]=[CH:45][CH:46]=[CH:47][CH:48]=1)[CH2:10][C@H:11]([OH:15])[C@@H:12]([NH:13][C:18](=[O:19])[O:20][CH2:21][C:22]1[CH:23]=[CH:24][CH:25]=[CH:26][CH:27]=1)[CH2:28][C:29]1[CH:30]=[CH:31][C:32]([C:35]2[CH:40]=[C:39]([CH3:41])[CH:38]=[CH:37][N:36]=2)=[CH:33][CH:34]=1. The catalyst class is: 1. (4) Reactant: [C:1](O)([CH3:4])([CH3:3])[CH3:2].[CH3:6][N:7]1[C:11]([CH3:12])=[CH:10][C:9](=[O:13])[N:8]1[C:14]1[CH:19]=[CH:18][CH:17]=[CH:16][CH:15]=1.B(F)(F)F.[OH-].[Na+]. Product: [C:1]([C:10]1[C:9](=[O:13])[N:8]([C:14]2[CH:19]=[CH:18][CH:17]=[CH:16][CH:15]=2)[N:7]([CH3:6])[C:11]=1[CH3:12])([CH3:4])([CH3:3])[CH3:2]. The catalyst class is: 68. (5) Reactant: [F:1][C:2]1[CH:7]=[CH:6][C:5]([C:8]2[C:17]3[CH2:16][N:15]([C:18]([O:20][CH2:21][CH2:22][Si:23]([CH3:26])([CH3:25])[CH3:24])=[O:19])[CH2:14][C:13]([CH3:28])([CH3:27])[C:12]=3[N:11]=[C:10]([CH:29]([CH3:31])[CH3:30])[C:9]=2[CH2:32][OH:33])=[CH:4][CH:3]=1.C[N+]1([O-])CCOCC1. Product: [F:1][C:2]1[CH:7]=[CH:6][C:5]([C:8]2[C:17]3[CH2:16][N:15]([C:18]([O:20][CH2:21][CH2:22][Si:23]([CH3:24])([CH3:25])[CH3:26])=[O:19])[CH2:14][C:13]([CH3:28])([CH3:27])[C:12]=3[N:11]=[C:10]([CH:29]([CH3:30])[CH3:31])[C:9]=2[CH:32]=[O:33])=[CH:4][CH:3]=1. The catalyst class is: 678.